From a dataset of Reaction yield outcomes from USPTO patents with 853,638 reactions. Predict the reaction yield, written as a fraction of the theoretical maximum amount of product (1.0 means a 100% yield; for example, 0.34 means a 34% yield). The reactants are [C:1]([NH:4][NH:5][C:6]1[CH:11]=[CH:10][CH:9]=[CH:8][CH:7]=1)(=[O:3])[CH3:2].Br[CH:13]([OH:15])[CH3:14].C(N(C(C)C)CC)(C)C. The catalyst is C1(C)C=CC=CC=1. The product is [C:1]([NH:4][N:5]([CH2:14][CH2:13][OH:15])[C:6]1[CH:11]=[CH:10][CH:9]=[CH:8][CH:7]=1)(=[O:3])[CH3:2]. The yield is 0.350.